From a dataset of HIV replication inhibition screening data with 41,000+ compounds from the AIDS Antiviral Screen. Binary Classification. Given a drug SMILES string, predict its activity (active/inactive) in a high-throughput screening assay against a specified biological target. (1) The drug is N#CC(C(=O)NCc1ccccc1)=C(N)N1CCCC1. The result is 0 (inactive). (2) The drug is COc1cc2c(cc1O)C1Cc3ccc(OC)c(O)c3C(C2)N1C. The result is 0 (inactive). (3) The compound is COC(=Nc1ccccc1)SSC(C)C. The result is 0 (inactive).